From a dataset of Full USPTO retrosynthesis dataset with 1.9M reactions from patents (1976-2016). Predict the reactants needed to synthesize the given product. (1) Given the product [CH2:1]=[CH:2][CH2:3][CH3:4].[CH2:1]=[CH:2][CH2:3][CH2:4][CH2:5][CH2:6][CH2:7][CH3:8], predict the reactants needed to synthesize it. The reactants are: [CH2:1]=[CH:2][CH2:3][CH2:4][CH2:5][CH2:6][CH2:7][CH3:8].C=CCC. (2) Given the product [ClH:40].[NH2:8][CH2:9][C:10]([NH:12][CH:13]([C:36]([O:38][CH3:39])=[O:37])[CH2:14][C:15]1[CH:35]=[CH:34][C:18]([O:19][C:20]2[CH:33]=[CH:32][C:23]([CH2:24][CH:25]3[S:29][C:28](=[O:30])[NH:27][C:26]3=[O:31])=[CH:22][CH:21]=2)=[CH:17][CH:16]=1)=[O:11], predict the reactants needed to synthesize it. The reactants are: C(OC([NH:8][CH2:9][C:10]([NH:12][CH:13]([C:36]([O:38][CH3:39])=[O:37])[CH2:14][C:15]1[CH:35]=[CH:34][C:18]([O:19][C:20]2[CH:33]=[CH:32][C:23]([CH2:24][CH:25]3[S:29][C:28](=[O:30])[NH:27][C:26]3=[O:31])=[CH:22][CH:21]=2)=[CH:17][CH:16]=1)=[O:11])=O)(C)(C)C.[ClH:40]. (3) The reactants are: I[C:2]1[CH:3]=[N:4][CH:5]=[CH:6][C:7]=1[O:8][CH3:9].[C:10]([C:12]1[CH:17]=[CH:16][C:15]([C:18]2([NH:22][C:23](=[O:29])[O:24][C:25]([CH3:28])([CH3:27])[CH3:26])[CH2:21][CH2:20][CH2:19]2)=[CH:14][CH:13]=1)#[CH:11]. Given the product [CH3:9][O:8][C:7]1[CH:6]=[CH:5][N:4]=[CH:3][C:2]=1[C:11]#[C:10][C:12]1[CH:13]=[CH:14][C:15]([C:18]2([NH:22][C:23](=[O:29])[O:24][C:25]([CH3:27])([CH3:26])[CH3:28])[CH2:21][CH2:20][CH2:19]2)=[CH:16][CH:17]=1, predict the reactants needed to synthesize it. (4) Given the product [CH2:27]([O:26][C:21](=[O:25])[C:22]([CH3:24])([CH3:23])[CH:42]([C:33]1[CH:32]=[C:31]([O:30][CH3:29])[C:39]2[O:38][C:37]([CH3:41])([CH3:40])[CH2:36][C:35]=2[CH:34]=1)[OH:43])[CH3:28], predict the reactants needed to synthesize it. The reactants are: C[Si](C)(C)N[Si](C)(C)C.C([Li])CCC.CCCCCC.[C:21]([O:26][CH2:27][CH3:28])(=[O:25])[CH:22]([CH3:24])[CH3:23].[CH3:29][O:30][C:31]1[C:39]2[O:38][C:37]([CH3:41])([CH3:40])[CH2:36][C:35]=2[CH:34]=[C:33]([CH:42]=[O:43])[CH:32]=1.[Cl-].[NH4+].